From a dataset of Catalyst prediction with 721,799 reactions and 888 catalyst types from USPTO. Predict which catalyst facilitates the given reaction. (1) Reactant: [C:1]([C:5]1[CH:20]=[CH:19][C:8]([C:9]([NH:11][C:12]2[C:13]([NH2:18])=[CH:14][CH:15]=[CH:16][CH:17]=2)=[O:10])=[CH:7][CH:6]=1)([CH3:4])([CH3:3])[CH3:2].O[Li].O.Cl.[CH2:25](Br)[C:26]1[CH:31]=[CH:30][CH:29]=[CH:28][CH:27]=1.[C:33]([O-:36])([O-])=[O:34].[K+].[K+].[CH2:39]1[CH2:43][O:42][CH2:41][CH2:40]1. Product: [CH2:25]([O:36][C:33]([C:15]1[CH:14]=[C:13]([NH:18][C:41](=[O:42])[C:40]2[CH:39]=[CH:43][CH:19]=[C:8]([C:9]#[N:11])[CH:7]=2)[C:12]([NH:11][C:9](=[O:10])[C:8]2[CH:19]=[CH:20][C:5]([C:1]([CH3:4])([CH3:2])[CH3:3])=[CH:6][CH:7]=2)=[CH:17][CH:16]=1)=[O:34])[C:26]1[CH:31]=[CH:30][CH:29]=[CH:28][CH:27]=1. The catalyst class is: 72. (2) Reactant: Br[CH2:2][CH:3]([CH3:5])[CH3:4].[C:6]([O:10][C:11]([N:13]1[C@@H:18]([C@@H:19]([OH:34])[C@@H:20]([NH:30][C:31](=[O:33])[CH3:32])[CH2:21][C:22]2[CH:27]=[C:26]([OH:28])[CH:25]=[C:24]([F:29])[CH:23]=2)[CH2:17][O:16][C@@H:15]([O:35][CH2:36][C:37]([CH3:40])([CH3:39])[CH3:38])[C@@H:14]1[CH3:41])=[O:12])([CH3:9])([CH3:8])[CH3:7].C(=O)([O-])[O-].[Cs+].[Cs+]. Product: [C:6]([O:10][C:11]([N:13]1[C@@H:18]([C@@H:19]([OH:34])[C@@H:20]([NH:30][C:31](=[O:33])[CH3:32])[CH2:21][C:22]2[CH:27]=[C:26]([O:28][CH2:2][CH:3]([CH3:5])[CH3:4])[CH:25]=[C:24]([F:29])[CH:23]=2)[CH2:17][O:16][C@@H:15]([O:35][CH2:36][C:37]([CH3:40])([CH3:39])[CH3:38])[C@@H:14]1[CH3:41])=[O:12])([CH3:8])([CH3:9])[CH3:7]. The catalyst class is: 42. (3) Reactant: [Cl:1][C:2]1[C:3]([CH2:15][C:16]#[N:17])=[C:4]([CH:8]=[C:9]([O:13][CH3:14])[C:10]=1[O:11][CH3:12])[C:5](O)=[O:6].[NH2:18][C:19]1[CH:23]=[C:22]([CH3:24])[NH:21][N:20]=1. Product: [Cl:1][C:2]1[C:10]([O:11][CH3:12])=[C:9]([O:13][CH3:14])[CH:8]=[C:4]2[C:3]=1[CH:15]=[C:16]([NH:18][C:19]1[CH:23]=[C:22]([CH3:24])[NH:21][N:20]=1)[N:17]=[C:5]2[OH:6]. The catalyst class is: 15. (4) Reactant: [F:1][C:2]1[CH:3]=[C:4]([CH:22]=[CH:23][C:24]=1[F:25])[CH2:5][O:6][C:7]1[CH:16]=[C:15]2[C:10]([CH:11]=[C:12]([C:17](OCC)=[O:18])[CH:13]=[N:14]2)=[N:9][CH:8]=1.OC1C=C2C(C=C(C(OCC)=O)C=N2)=NC=1.C([O-])([O-])=O.[Cs+].[Cs+].FC1C=C(C=CC=1F)CBr. Product: [F:1][C:2]1[CH:3]=[C:4]([CH:22]=[CH:23][C:24]=1[F:25])[CH2:5][O:6][C:7]1[CH:16]=[C:15]2[C:10]([CH:11]=[C:12]([CH2:17][OH:18])[CH:13]=[N:14]2)=[N:9][CH:8]=1. The catalyst class is: 303. (5) Reactant: [F:1][C:2]1[CH:7]=[C:6]([O:8]C)[CH:5]=[CH:4][C:3]=1[CH:10]([C:15]#[C:16][CH3:17])[CH2:11][C:12]([OH:14])=[O:13].B(Br)(Br)Br. Product: [F:1][C:2]1[CH:7]=[C:6]([OH:8])[CH:5]=[CH:4][C:3]=1[CH:10]([C:15]#[C:16][CH3:17])[CH2:11][C:12]([OH:14])=[O:13]. The catalyst class is: 2. (6) Reactant: [CH2:1]([O:3][C:4](=[O:25])[C:5]1[CH:10]=[CH:9][CH:8]=[C:7]([N:11]2[C:15]([CH3:16])=[CH:14][CH:13]=[C:12]2[C:17]2[CH:22]=[C:21]([Cl:23])[CH:20]=[CH:19][C:18]=2[OH:24])[CH:6]=1)[CH3:2].[Cl:26][C:27]1[CH:34]=[CH:33][C:30]([CH2:31]Br)=[CH:29][CH:28]=1.C(=O)([O-])[O-].[K+].[K+]. Product: [CH2:1]([O:3][C:4](=[O:25])[C:5]1[CH:10]=[CH:9][CH:8]=[C:7]([N:11]2[C:15]([CH3:16])=[CH:14][CH:13]=[C:12]2[C:17]2[CH:22]=[C:21]([Cl:23])[CH:20]=[CH:19][C:18]=2[O:24][CH2:31][C:30]2[CH:33]=[CH:34][C:27]([Cl:26])=[CH:28][CH:29]=2)[CH:6]=1)[CH3:2]. The catalyst class is: 173.